From a dataset of Catalyst prediction with 721,799 reactions and 888 catalyst types from USPTO. Predict which catalyst facilitates the given reaction. Reactant: C([O:3][C:4]([C:6]1[CH:7]=[C:8]([C:12]2[CH:13]=[N:14][CH:15]=[CH:16][CH:17]=2)[CH:9]=[N:10][CH:11]=1)=O)C.[BH4-].[Na+]. The catalyst class is: 8. Product: [N:10]1[CH:11]=[C:6]([CH2:4][OH:3])[CH:7]=[C:8]([C:12]2[CH:13]=[N:14][CH:15]=[CH:16][CH:17]=2)[CH:9]=1.